This data is from Full USPTO retrosynthesis dataset with 1.9M reactions from patents (1976-2016). The task is: Predict the reactants needed to synthesize the given product. Given the product [CH:8]1([CH2:11][O:12][C:13]2[CH:29]=[CH:28][C:16]3[C:17]([CH2:20][CH2:21][CH:22]4[CH2:27][CH2:26][N:25]([CH2:33][C:34]5[S:35][CH:36]=[C:37]([C:39]#[N:40])[N:38]=5)[CH2:24][CH2:23]4)=[N:18][O:19][C:15]=3[C:14]=2[CH2:30][OH:31])[CH2:10][CH2:9]1, predict the reactants needed to synthesize it. The reactants are: C(N(CC)CC)C.[CH:8]1([CH2:11][O:12][C:13]2[CH:29]=[CH:28][C:16]3[C:17]([CH2:20][CH2:21][CH:22]4[CH2:27][CH2:26][NH:25][CH2:24][CH2:23]4)=[N:18][O:19][C:15]=3[C:14]=2[CH2:30][OH:31])[CH2:10][CH2:9]1.Br[CH2:33][C:34]1[S:35][CH:36]=[C:37]([C:39]#[N:40])[N:38]=1.C(=O)(O)[O-].[Na+].